Task: Regression. Given two drug SMILES strings and cell line genomic features, predict the synergy score measuring deviation from expected non-interaction effect.. Dataset: NCI-60 drug combinations with 297,098 pairs across 59 cell lines (1) Drug 1: CCN(CC)CCNC(=O)C1=C(NC(=C1C)C=C2C3=C(C=CC(=C3)F)NC2=O)C. Drug 2: C1=CN(C=N1)CC(O)(P(=O)(O)O)P(=O)(O)O. Cell line: NCIH23. Synergy scores: CSS=0.469, Synergy_ZIP=1.16, Synergy_Bliss=3.08, Synergy_Loewe=-0.0354, Synergy_HSA=-0.589. (2) Drug 1: CCN(CC)CCNC(=O)C1=C(NC(=C1C)C=C2C3=C(C=CC(=C3)F)NC2=O)C. Drug 2: CC(C)(C#N)C1=CC(=CC(=C1)CN2C=NC=N2)C(C)(C)C#N. Cell line: SN12C. Synergy scores: CSS=-4.43, Synergy_ZIP=0.676, Synergy_Bliss=-2.18, Synergy_Loewe=-7.18, Synergy_HSA=-7.64. (3) Drug 1: C1=CC=C(C=C1)NC(=O)CCCCCCC(=O)NO. Drug 2: CCC1(C2=C(COC1=O)C(=O)N3CC4=CC5=C(C=CC(=C5CN(C)C)O)N=C4C3=C2)O.Cl. Cell line: NCI-H522. Synergy scores: CSS=32.2, Synergy_ZIP=0.132, Synergy_Bliss=2.14, Synergy_Loewe=-10.9, Synergy_HSA=2.77. (4) Drug 1: C1=CC(=CC=C1C#N)C(C2=CC=C(C=C2)C#N)N3C=NC=N3. Drug 2: C1=NNC2=C1C(=O)NC=N2. Cell line: HCC-2998. Synergy scores: CSS=-0.765, Synergy_ZIP=-1.97, Synergy_Bliss=-6.45, Synergy_Loewe=-2.40, Synergy_HSA=-4.19. (5) Drug 1: C1=CN(C(=O)N=C1N)C2C(C(C(O2)CO)O)O.Cl. Drug 2: CC1=C(C=C(C=C1)C(=O)NC2=CC(=CC(=C2)C(F)(F)F)N3C=C(N=C3)C)NC4=NC=CC(=N4)C5=CN=CC=C5. Cell line: HT29. Synergy scores: CSS=0.989, Synergy_ZIP=3.46, Synergy_Bliss=7.69, Synergy_Loewe=4.08, Synergy_HSA=3.10. (6) Drug 1: C1=CC(=CC=C1CCC2=CNC3=C2C(=O)NC(=N3)N)C(=O)NC(CCC(=O)O)C(=O)O. Drug 2: C1=NC2=C(N1)C(=S)N=CN2. Cell line: CAKI-1. Synergy scores: CSS=16.7, Synergy_ZIP=-11.8, Synergy_Bliss=-20.3, Synergy_Loewe=-19.5, Synergy_HSA=-17.4. (7) Drug 1: C1CCN(CC1)CCOC2=CC=C(C=C2)C(=O)C3=C(SC4=C3C=CC(=C4)O)C5=CC=C(C=C5)O. Drug 2: CC=C1C(=O)NC(C(=O)OC2CC(=O)NC(C(=O)NC(CSSCCC=C2)C(=O)N1)C(C)C)C(C)C. Cell line: DU-145. Synergy scores: CSS=36.7, Synergy_ZIP=4.58, Synergy_Bliss=11.7, Synergy_Loewe=-27.9, Synergy_HSA=8.19. (8) Drug 1: CC1=CC=C(C=C1)C2=CC(=NN2C3=CC=C(C=C3)S(=O)(=O)N)C(F)(F)F. Drug 2: CC1C(C(CC(O1)OC2CC(CC3=C2C(=C4C(=C3O)C(=O)C5=CC=CC=C5C4=O)O)(C(=O)C)O)N)O. Cell line: UACC-257. Synergy scores: CSS=51.5, Synergy_ZIP=-2.18, Synergy_Bliss=-0.177, Synergy_Loewe=-18.2, Synergy_HSA=2.51. (9) Drug 1: COC1=C(C=C2C(=C1)N=CN=C2NC3=CC(=C(C=C3)F)Cl)OCCCN4CCOCC4. Drug 2: CC1C(C(CC(O1)OC2CC(CC3=C2C(=C4C(=C3O)C(=O)C5=C(C4=O)C(=CC=C5)OC)O)(C(=O)CO)O)N)O.Cl. Cell line: NCI/ADR-RES. Synergy scores: CSS=19.9, Synergy_ZIP=-3.23, Synergy_Bliss=1.95, Synergy_Loewe=3.57, Synergy_HSA=4.16.